Task: Predict the reaction yield, written as a fraction of the theoretical maximum amount of product (1.0 means a 100% yield; for example, 0.34 means a 34% yield).. Dataset: Reaction yield outcomes from USPTO patents with 853,638 reactions (1) The reactants are [CH2:1]([N:3]1[CH2:8][CH2:7][N:6]([C:9]2[C:14]3[CH:15]=[CH:16][S:17][C:13]=3[CH:12]=[C:11]([C:18]3[CH:23]=[CH:22][C:21]([O:24]C)=[CH:20][CH:19]=3)[N:10]=2)[CH2:5][CH2:4]1)[CH3:2]. The catalyst is Br. The product is [CH2:1]([N:3]1[CH2:8][CH2:7][N:6]([C:9]2[C:14]3[CH:15]=[CH:16][S:17][C:13]=3[CH:12]=[C:11]([C:18]3[CH:23]=[CH:22][C:21]([OH:24])=[CH:20][CH:19]=3)[N:10]=2)[CH2:5][CH2:4]1)[CH3:2]. The yield is 0.800. (2) The reactants are Br[C:2]1[N:3]=[CH:4][C:5]([N:8]2[CH2:13][CH2:12][N:11]([C:14]([O:16][C:17]([CH3:20])([CH3:19])[CH3:18])=[O:15])[CH2:10][C@@H:9]2[CH3:21])=[N:6][CH:7]=1.[C:22]1([C:28]([C:30]2[CH:35]=[CH:34][CH:33]=[CH:32][CH:31]=2)=[NH:29])[CH:27]=[CH:26][CH:25]=[CH:24][CH:23]=1.C1C=CC(P(C2C=CC3C(=CC=CC=3)C=2C2C3C(=CC=CC=3)C=CC=2P(C2C=CC=CC=2)C2C=CC=CC=2)C2C=CC=CC=2)=CC=1.C([O-])([O-])=O.[Cs+].[Cs+]. The yield is 0.750. The product is [C:22]1([C:28](=[N:29][C:2]2[N:3]=[CH:4][C:5]([N:8]3[CH2:13][CH2:12][N:11]([C:14]([O:16][C:17]([CH3:20])([CH3:19])[CH3:18])=[O:15])[CH2:10][C@@H:9]3[CH3:21])=[N:6][CH:7]=2)[C:30]2[CH:31]=[CH:32][CH:33]=[CH:34][CH:35]=2)[CH:27]=[CH:26][CH:25]=[CH:24][CH:23]=1. The catalyst is C1C=CC(/C=C/C(/C=C/C2C=CC=CC=2)=O)=CC=1.C1C=CC(/C=C/C(/C=C/C2C=CC=CC=2)=O)=CC=1.C1C=CC(/C=C/C(/C=C/C2C=CC=CC=2)=O)=CC=1.[Pd].[Pd].O1CCOCC1.